This data is from Forward reaction prediction with 1.9M reactions from USPTO patents (1976-2016). The task is: Predict the product of the given reaction. Given the reactants Br[C:2]1[CH:3]=[N:4][C:5]([O:11][CH2:12][CH3:13])=[C:6]([CH:10]=1)[C:7]([OH:9])=[O:8].[CH:14]([O:16]CCCC)=[CH2:15].C1(C)C=CC=CC=1P(C1C=CC=CC=1C)C1C=CC=CC=1C.Cl, predict the reaction product. The product is: [C:14]([C:2]1[CH:3]=[N:4][C:5]([O:11][CH2:12][CH3:13])=[C:6]([CH:10]=1)[C:7]([OH:9])=[O:8])(=[O:16])[CH3:15].